Dataset: Full USPTO retrosynthesis dataset with 1.9M reactions from patents (1976-2016). Task: Predict the reactants needed to synthesize the given product. (1) Given the product [F:1][C:2]1[CH:3]=[C:4]([NH:8][C:9]2[CH:10]=[N:11][NH:12][N:13]=2)[CH:5]=[CH:6][CH:7]=1, predict the reactants needed to synthesize it. The reactants are: [F:1][C:2]1[CH:3]=[C:4]([NH:8][C:9]2[NH:13][N:12](COCC[Si](C)(C)C)[NH:11][CH:10]=2)[CH:5]=[CH:6][CH:7]=1.C(N)CN.[F-].C([N+](CCCC)(CCCC)CCCC)CCC. (2) The reactants are: [F:1][C:2]1[CH:7]=[CH:6][CH:5]=[CH:4][C:3]=1[S:8][CH2:9][C@@H:10]1[C@H:17]2[C@@H:13]([O:14]C(C)(C)[O:16]2)[C@H:12]([N:20]2[CH:28]=[N:27][C:26]3[C:21]2=[N:22][CH:23]=[N:24][C:25]=3[NH:29][CH:30]2[CH2:34][CH2:33][CH2:32][CH2:31]2)[O:11]1. Given the product [CH:30]1([NH:29][C:25]2[N:24]=[CH:23][N:22]=[C:21]3[C:26]=2[N:27]=[CH:28][N:20]3[CH:12]2[C@H:13]([OH:14])[C@H:17]([OH:16])[C@@H:10]([CH2:9][S:8][C:3]3[CH:4]=[CH:5][CH:6]=[CH:7][C:2]=3[F:1])[O:11]2)[CH2:34][CH2:33][CH2:32][CH2:31]1, predict the reactants needed to synthesize it. (3) Given the product [CH2:24]([C:14]1[CH:13]=[C:12]([C:10](=[NH:11])[NH:8][OH:9])[CH:17]=[C:16]([CH3:18])[C:15]=1[CH2:19][CH2:20][C:21]([OH:23])=[O:22])[CH3:25], predict the reactants needed to synthesize it. The reactants are: CC(C)([O-])C.[K+].Cl.[NH2:8][OH:9].[C:10]([C:12]1[CH:17]=[C:16]([CH3:18])[C:15]([CH2:19][CH2:20][C:21]([OH:23])=[O:22])=[C:14]([CH2:24][CH3:25])[CH:13]=1)#[N:11]. (4) The reactants are: C([O:8][N:9]1[C:18]2[C:13](=[C:14]([C:19]3[CH:24]=[CH:23][CH:22]=[CH:21][CH:20]=3)[CH:15]=[CH:16][N:17]=2)[C:12]([OH:25])=[C:11]([C:26]([O:28][CH2:29][CH3:30])=[O:27])[C:10]1=[O:31])C1C=CC=CC=1. Given the product [OH:8][N:9]1[C:18]2[C:13](=[C:14]([C:19]3[CH:24]=[CH:23][CH:22]=[CH:21][CH:20]=3)[CH:15]=[CH:16][N:17]=2)[C:12]([OH:25])=[C:11]([C:26]([O:28][CH2:29][CH3:30])=[O:27])[C:10]1=[O:31], predict the reactants needed to synthesize it. (5) Given the product [C:1]([C:5]1[CH:6]=[CH:7][C:8]2[O:12][C:11]([C:13]3[CH:18]=[C:17]([N+:19]([O-:21])=[O:20])[CH:16]=[C:15]([CH2:22][O:23][C:27]4[CH:28]=[CH:29][CH:30]=[CH:31][C:26]=4[Cl:25])[CH:14]=3)=[N:10][C:9]=2[CH:24]=1)([CH3:4])([CH3:2])[CH3:3], predict the reactants needed to synthesize it. The reactants are: [C:1]([C:5]1[CH:6]=[CH:7][C:8]2[O:12][C:11]([C:13]3[CH:14]=[C:15]([CH2:22][OH:23])[CH:16]=[C:17]([N+:19]([O-:21])=[O:20])[CH:18]=3)=[N:10][C:9]=2[CH:24]=1)([CH3:4])([CH3:3])[CH3:2].[Cl:25][C:26]1[CH:31]=[CH:30][CH:29]=[CH:28][C:27]=1O. (6) Given the product [CH3:22][CH:21]([O:20][C:17]1[CH:16]=[C:15]2[C:14]([CH2:13][CH2:12][NH:3][C:24]2=[O:26])=[CH:19][N:18]=1)[CH3:23], predict the reactants needed to synthesize it. The reactants are: O=C1C2C(=CC=CC=2)C(=O)[N:3]1[CH2:12][CH2:13][C:14]1[C:15]([C:24]([O:26]C)=O)=[CH:16][C:17]([O:20][CH:21]([CH3:23])[CH3:22])=[N:18][CH:19]=1.O.NN. (7) Given the product [CH3:23][N:24]([CH2:25][CH2:26][CH:27]([CH3:29])[CH3:28])[C:18]([C:12]1[S:13][C:14]2[CH2:15][CH2:16][O:17][C:8]3[CH:7]=[C:6]([C:4]4[CH:3]=[N:2][NH:1][CH:5]=4)[CH:22]=[CH:21][C:9]=3[C:10]=2[N:11]=1)=[O:20], predict the reactants needed to synthesize it. The reactants are: [NH:1]1[CH:5]=[C:4]([C:6]2[CH:22]=[CH:21][C:9]3[C:10]4[N:11]=[C:12]([C:18]([OH:20])=O)[S:13][C:14]=4[CH2:15][CH2:16][O:17][C:8]=3[CH:7]=2)[CH:3]=[N:2]1.[CH3:23][NH:24][CH2:25][CH2:26][CH:27]([CH3:29])[CH3:28].